From a dataset of Full USPTO retrosynthesis dataset with 1.9M reactions from patents (1976-2016). Predict the reactants needed to synthesize the given product. (1) The reactants are: [C:1]([O:5][C:6]([C:8]1([C:12]#[N:13])[CH2:11][CH2:10][CH2:9]1)=[O:7])([CH3:4])([CH3:3])[CH3:2]. Given the product [C:1]([O:5][C:6]([C:8]1([CH2:12][NH2:13])[CH2:9][CH2:10][CH2:11]1)=[O:7])([CH3:4])([CH3:3])[CH3:2], predict the reactants needed to synthesize it. (2) Given the product [ClH:54].[ClH:54].[CH3:23][C:24]1[CH:33]=[CH:32][C:31]2[C:26](=[CH:27][CH:28]=[CH:29][C:30]=2[N:34]2[CH2:39][CH2:38][N:37]([CH2:1][CH2:2][C:5]3[C:14]4[O:13][CH2:12][C:11]5=[C:15]([C:18]([O:20][CH2:21][CH3:22])=[O:19])[N:16]=[CH:17][N:10]5[C:9]=4[CH:8]=[CH:7][CH:6]=3)[CH2:36][CH2:35]2)[N:25]=1, predict the reactants needed to synthesize it. The reactants are: [CH3:1][CH:2]([C:5]1[C:14]2[O:13][CH2:12][C:11]3=[C:15]([C:18]([O:20][CH2:21][CH3:22])=[O:19])[N:16]=[CH:17][N:10]3[C:9]=2[CH:8]=[CH:7][CH:6]=1)C=O.[CH3:23][C:24]1[CH:33]=[CH:32][C:31]2[C:26](=[CH:27][CH:28]=[CH:29][C:30]=2[N:34]2[CH2:39][CH2:38][NH:37][CH2:36][CH2:35]2)[N:25]=1.C(O[BH-](OC(=O)C)OC(=O)C)(=O)C.[Na+].[Cl:54]CCCl.